Dataset: Reaction yield outcomes from USPTO patents with 853,638 reactions. Task: Predict the reaction yield, written as a fraction of the theoretical maximum amount of product (1.0 means a 100% yield; for example, 0.34 means a 34% yield). The reactants are OC(C(F)(F)F)=O.[CH3:8][N:9]1[CH:13]([C:14]([OH:16])=O)[CH2:12][N:11]([C:17]2[CH:22]=[CH:21][CH:20]=[CH:19][N:18]=2)[C:10]1=[O:23].O.ON1C2C=CC=CC=2N=N1.Cl.C(N=C=NCCCN(C)C)C.C(N1CCOCC1)C.[Cl:55][C:56]1[C:61]([C:62]([F:65])([F:64])[F:63])=[CH:60][CH:59]=[CH:58][C:57]=1[CH2:66][NH2:67]. The catalyst is ClCCl. The product is [Cl:55][C:56]1[C:61]([C:62]([F:64])([F:65])[F:63])=[CH:60][CH:59]=[CH:58][C:57]=1[CH2:66][NH:67][C:14]([CH:13]1[CH2:12][N:11]([C:17]2[CH:22]=[CH:21][CH:20]=[CH:19][N:18]=2)[C:10](=[O:23])[N:9]1[CH3:8])=[O:16]. The yield is 0.620.